Dataset: Catalyst prediction with 721,799 reactions and 888 catalyst types from USPTO. Task: Predict which catalyst facilitates the given reaction. (1) The catalyst class is: 52. Product: [CH3:1][O:2][C:3]1[C:12]([N:13]2[CH2:14][CH2:15][CH:16]([N:19]3[CH2:23][CH2:22][CH2:21][CH2:20]3)[CH2:17][CH2:18]2)=[CH:11][C:10]2[N:9]=[CH:8][C:7]3[C:6]([C:5]=2[CH:4]=1)=[CH:26][C:32]([C:34]1[C:35]([CH3:40])=[N:36][CH:37]=[CH:38][CH:39]=1)=[N:25][C:24]=3[NH2:46]. Reactant: [CH3:1][O:2][C:3]1[CH:4]=[C:5]2[C:10](=[CH:11][C:12]=1[N:13]1[CH2:18][CH2:17][CH:16]([N:19]3[CH2:23][CH2:22][CH2:21][CH2:20]3)[CH2:15][CH2:14]1)[N:9]=[CH:8][C:7]([C:24]#[N:25])=[C:6]2[CH3:26].N1([C:32]([C:34]2[C:35]([CH3:40])=[N:36][CH:37]=[CH:38][CH:39]=2)=O)C=CN=C1.[Li+].C[Si]([N-:46][Si](C)(C)C)(C)C.C([O-])(=O)C.[NH4+]. (2) Reactant: [CH2:1]([O:3][C:4]([C:6]1[C:10]([CH3:11])=[CH:9][NH:8][C:7]=1[CH2:12][C:13](=O)[NH:14][CH2:15][C@@H:16]([OH:24])[CH2:17][N:18]1[CH2:23][CH2:22][O:21][CH2:20][CH2:19]1)=[O:5])[CH3:2]. Product: [CH2:1]([O:3][C:4]([C:6]1[C:10]([CH3:11])=[CH:9][NH:8][C:7]=1[CH2:12][CH2:13][NH:14][CH2:15][C@@H:16]([OH:24])[CH2:17][N:18]1[CH2:23][CH2:22][O:21][CH2:20][CH2:19]1)=[O:5])[CH3:2]. The catalyst class is: 7.